From a dataset of Catalyst prediction with 721,799 reactions and 888 catalyst types from USPTO. Predict which catalyst facilitates the given reaction. (1) Reactant: CC1C=CC(S(O[CH2:12][C:13]([NH:21][C:22](=[O:38])[C:23]2[CH:28]=[C:27]([O:29][CH2:30][C:31]([F:34])([F:33])[F:32])[C:26]([CH:35]3[CH2:37][CH2:36]3)=[CH:25][N:24]=2)([C:15]2[N:19]=[C:18]([CH3:20])[O:17][N:16]=2)[CH3:14])(=O)=O)=CC=1.C(N(CC)CC)C.Cl.FC1(F)CNC1.O1CCNC1. Product: [CH:35]1([C:26]2[C:27]([O:29][CH2:30][C:31]([F:33])([F:34])[F:32])=[CH:28][C:23]([C:22]3[O:38][CH2:14][C:13]([C:15]4[N:19]=[C:18]([CH3:20])[O:17][N:16]=4)([CH3:12])[N:21]=3)=[N:24][CH:25]=2)[CH2:37][CH2:36]1. The catalyst class is: 3. (2) Reactant: [Cl:1][C:2]1[CH:3]=[C:4]([C:8]2[S:9][C:10]([C:24]3[CH:29]=[CH:28][C:27]([N:30]4[CH2:35][CH2:34][S:33](=[O:37])(=[O:36])[CH2:32][CH2:31]4)=[CH:26][CH:25]=3)=[C:11]([C@@H:13]3[CH2:18][C:17]([F:20])([F:19])[CH2:16][CH2:15][C@H:14]3[C:21](O)=[O:22])[N:12]=2)[CH:5]=[N:6][CH:7]=1.Cl.[NH2:39][C:40]1([C:43]#[N:44])[CH2:42][CH2:41]1.CN(C(ON1N=NC2C=CC=NC1=2)=[N+](C)C)C.F[P-](F)(F)(F)(F)F.CCN(C(C)C)C(C)C. Product: [Cl:1][C:2]1[CH:3]=[C:4]([C:8]2[S:9][C:10]([C:24]3[CH:29]=[CH:28][C:27]([N:30]4[CH2:35][CH2:34][S:33](=[O:36])(=[O:37])[CH2:32][CH2:31]4)=[CH:26][CH:25]=3)=[C:11]([C@@H:13]3[CH2:18][C:17]([F:20])([F:19])[CH2:16][CH2:15][C@H:14]3[C:21]([NH:39][C:40]3([C:43]#[N:44])[CH2:42][CH2:41]3)=[O:22])[N:12]=2)[CH:5]=[N:6][CH:7]=1. The catalyst class is: 399. (3) Reactant: C1(C)C=CC(C([C@](C(O)=O)(O)[C@](C(C2C=CC(C)=CC=2)=O)(O)C(O)=O)=O)=CC=1.[CH3:29][N:30]([CH3:54])[CH2:31][C@H:32]([C:47]1([OH:53])[CH2:52][CH2:51][CH2:50][CH2:49][CH2:48]1)[C:33]1[CH:38]=[CH:37][C:36]([O:39][CH2:40][C:41]2[CH:46]=[CH:45][CH:44]=[CH:43][CH:42]=2)=[CH:35][CH:34]=1.[OH-].[Na+]. Product: [CH3:54][N:30]([CH3:29])[CH2:31][C@H:32]([C:47]1([OH:53])[CH2:48][CH2:49][CH2:50][CH2:51][CH2:52]1)[C:33]1[CH:38]=[CH:37][C:36]([O:39][CH2:40][C:41]2[CH:46]=[CH:45][CH:44]=[CH:43][CH:42]=2)=[CH:35][CH:34]=1. The catalyst class is: 237. (4) Reactant: C[O:2][C:3]([C:5]1[N:9]([NH2:10])[C:8]([C:11]([O:13][CH2:14][CH3:15])=[O:12])=[CH:7][CH:6]=1)=O.[CH:16]([NH2:18])=O. Product: [CH2:14]([O:13][C:11]([C:8]1[N:9]2[C:5]([C:3](=[O:2])[NH:18][CH:16]=[N:10]2)=[CH:6][CH:7]=1)=[O:12])[CH3:15]. The catalyst class is: 6. (5) Reactant: [CH3:1][CH2:2][CH2:3][CH2:4][CH2:5][C@H:6]([OH:25])/[CH:7]=[CH:8]/[C@@H:9]1[C@@H:13]([CH2:14]/[CH:15]=[CH:16]\[CH2:17][CH2:18][CH2:19][C:20]([OH:22])=[O:21])[C@@H:12]([OH:23])[CH2:11][C@H:10]1[OH:24]. Product: [CH3:1][CH2:2][CH2:3][CH2:4][CH2:5][C@H:6]([OH:25])/[CH:7]=[CH:8]/[C@@H:9]1[C@H:13]([CH2:14]/[CH:15]=[CH:16]\[CH2:17][CH2:18][CH2:19][C:20]([OH:22])=[O:21])[C@@H:12]([OH:23])[CH2:11][C@H:10]1[OH:24]. The catalyst class is: 8. (6) Reactant: Cl[C:2]1[N:6]([CH3:7])[N:5]=[C:4]([CH:8]([F:10])[F:9])[C:3]=1[CH:11]=[O:12].[CH3:13][N:14](P(N(C)C)(N(C)C)=O)[CH3:15].CNC. Product: [F:9][CH:8]([F:10])[C:4]1[C:3]([CH:11]=[O:12])=[C:2]([N:14]([CH3:15])[CH3:13])[N:6]([CH3:7])[N:5]=1. The catalyst class is: 6. (7) Reactant: [Br:1][C:2]1[C:7]([F:8])=[CH:6][C:5]([N:9]=[C:10]=[S:11])=[CH:4][C:3]=1[Cl:12].[N:13]#[C:14][NH2:15].[Na].[CH3:17]I. Product: [Br:1][C:2]1[C:7]([F:8])=[CH:6][C:5]([NH:9][CH:10]([S:11][CH3:17])[NH:13][C:14]#[N:15])=[CH:4][C:3]=1[Cl:12]. The catalyst class is: 5.